This data is from Catalyst prediction with 721,799 reactions and 888 catalyst types from USPTO. The task is: Predict which catalyst facilitates the given reaction. (1) Reactant: [CH2:1]1[O:9][C:8]2[C:3](=[CH:4][CH:5]=[C:6]([C:10]3[CH:11]=[C:12]4[C:17](=[CH:18][CH:19]=3)[CH:16]=[C:15]([C:20]([O:22][CH2:23][CH3:24])=[O:21])[CH:14]=[CH:13]4)[CH:7]=2)[O:2]1.C1OC2C=CC(B(O)O)=CC=2O1.[Br-:37].[Br-].[Br-].[NH+]1C=CC=CC=1.[NH+]1C=CC=CC=1.[NH+]1C=CC=CC=1. Product: [Br:37][C:4]1[CH:5]=[C:6]([C:10]2[CH:11]=[C:12]3[C:17](=[CH:18][CH:19]=2)[CH:16]=[C:15]([C:20]([O:22][CH2:23][CH3:24])=[O:21])[CH:14]=[CH:13]3)[CH:7]=[C:8]2[O:9][CH2:1][O:2][C:3]=12. The catalyst class is: 2. (2) Reactant: [NH2:1][C@H:2]1[CH2:7][CH2:6][C@H:5]([NH:8][C:9]2[C:17]([F:18])=[CH:16][C:12]([C:13]([NH2:15])=[O:14])=[C:11]([O:19][CH3:20])[N:10]=2)[CH2:4][CH2:3]1.[CH:21]([S:23]([CH3:26])(=[O:25])=[O:24])=[CH2:22]. Product: [CH3:26][S:23]([CH2:21][CH2:22][NH:1][C@H:2]1[CH2:7][CH2:6][C@H:5]([NH:8][C:9]2[C:17]([F:18])=[CH:16][C:12]([C:13]([NH2:15])=[O:14])=[C:11]([O:19][CH3:20])[N:10]=2)[CH2:4][CH2:3]1)(=[O:25])=[O:24]. The catalyst class is: 5. (3) Reactant: Cl[C:2]1[C:3]2[C:4](=[CH:19][N:20](CC3C=CC(OC)=CC=3)[N:21]=2)[N:5]=[C:6]([C:8]2[CH:18]=[CH:17][C:11]3[O:12][CH2:13][C:14](=[O:16])[NH:15][C:10]=3[CH:9]=2)[N:7]=1.[CH3:31][O:32][C:33]1[CH:34]=[C:35]([CH:37]=[CH:38][C:39]=1[O:40][CH3:41])[NH2:36].Cl. Product: [CH3:31][O:32][C:33]1[CH:34]=[C:35]([NH:36][C:2]2[C:3]3[NH:21][N:20]=[CH:19][C:4]=3[N:5]=[C:6]([C:8]3[CH:18]=[CH:17][C:11]4[O:12][CH2:13][C:14](=[O:16])[NH:15][C:10]=4[CH:9]=3)[N:7]=2)[CH:37]=[CH:38][C:39]=1[O:40][CH3:41]. The catalyst class is: 71. (4) Product: [CH3:30][O:29][C:26]1[CH:25]=[CH:24][C:23]([CH2:22][N:13]2[C:14]3[N:15]=[C:2]4[CH2:3][NH:4][CH2:5][CH2:6][N:7]4[C:8](=[O:31])[C:9]=3[C:10]([NH:11][C:23]3[CH:28]=[CH:27][CH:26]=[CH:25][CH:24]=3)=[N:12]2)=[CH:28][CH:27]=1. Reactant: Cl[CH2:2][CH2:3][NH:4][CH2:5][C:6]1[NH:7][C:8](=[O:31])[C:9]2[C:10](=[N:12][N:13]([CH2:22][C:23]3[CH:28]=[CH:27][C:26]([O:29][CH3:30])=[CH:25][CH:24]=3)[C:14]=2[NH:15]C2C=CC=CC=2)[N:11]=1.C(=O)([O-])[O-].[Cs+].[Cs+]. The catalyst class is: 12. (5) Reactant: [Br:1][C:2]1[CH:7]=[CH:6][C:5]([C:8]2[NH:12][N:11]=[N:10][N:9]=2)=[CH:4][CH:3]=1.[CH3:13][O:14][CH2:15]Br.[OH-].[Na+].O. Product: [Br:1][C:2]1[CH:7]=[CH:6][C:5]([C:8]2[N:9]=[N:10][N:11]([CH2:13][O:14][CH3:15])[N:12]=2)=[CH:4][CH:3]=1. The catalyst class is: 42. (6) Reactant: [NH2:1][C:2]1[C:7]([NH2:8])=[CH:6][CH:5]=[CH:4][C:3]=1[N+:9]([O-:11])=[O:10].[C:12]1([C:18]([C:20]([C:22]2[CH:27]=[CH:26][CH:25]=[CH:24][CH:23]=2)=O)=O)[CH:17]=[CH:16][CH:15]=[CH:14][CH:13]=1. Product: [C:12]1([C:18]2[C:20]([C:22]3[CH:23]=[CH:24][CH:25]=[CH:26][CH:27]=3)=[N:1][C:2]3[C:7](=[CH:6][CH:5]=[CH:4][C:3]=3[N+:9]([O-:11])=[O:10])[N:8]=2)[CH:17]=[CH:16][CH:15]=[CH:14][CH:13]=1. The catalyst class is: 404.